Dataset: Full USPTO retrosynthesis dataset with 1.9M reactions from patents (1976-2016). Task: Predict the reactants needed to synthesize the given product. The reactants are: [CH3:1][C:2]1([CH3:21])[NH:6][C:5](=[O:7])[N:4]([C:8]([C:10]2[C:19]3[C:14](=[CH:15][CH:16]=[CH:17][CH:18]=3)[CH:13]=[CH:12][CH:11]=2)=[O:9])[C:3]1=[O:20].[H-].[Na+].[Cl:24][C:25]1[CH:32]=[CH:31][C:28]([CH2:29]Br)=[CH:27][CH:26]=1.C(OCC)(=O)C. Given the product [Cl:24][C:25]1[CH:32]=[CH:31][C:28]([CH2:29][N:6]2[C:2]([CH3:21])([CH3:1])[C:3](=[O:20])[N:4]([C:8]([C:10]3[C:19]4[C:14](=[CH:15][CH:16]=[CH:17][CH:18]=4)[CH:13]=[CH:12][CH:11]=3)=[O:9])[C:5]2=[O:7])=[CH:27][CH:26]=1, predict the reactants needed to synthesize it.